Dataset: Full USPTO retrosynthesis dataset with 1.9M reactions from patents (1976-2016). Task: Predict the reactants needed to synthesize the given product. Given the product [C:1]([C:3]1[CH:8]=[CH:7][C:6]([S:9]([N:12]([CH2:25][O:26][CH3:27])[C:13]2[S:14][CH:15]=[CH:16][N:17]=2)(=[O:11])=[O:10])=[CH:5][CH:4]=1)#[N:2], predict the reactants needed to synthesize it. The reactants are: [C:1]([C:3]1[CH:8]=[CH:7][C:6]([S:9]([NH:12][C:13]2[S:14][CH:15]=[CH:16][N:17]=2)(=[O:11])=[O:10])=[CH:5][CH:4]=1)#[N:2].C(=O)([O-])[O-].[K+].[K+].Cl[CH2:25][O:26][CH3:27].